From a dataset of Peptide-MHC class I binding affinity with 185,985 pairs from IEDB/IMGT. Regression. Given a peptide amino acid sequence and an MHC pseudo amino acid sequence, predict their binding affinity value. This is MHC class I binding data. (1) The peptide sequence is SLPPNFSSL. The MHC is HLA-A03:01 with pseudo-sequence HLA-A03:01. The binding affinity (normalized) is 0.0847. (2) The peptide sequence is VEYYPLLFIT. The MHC is HLA-B18:01 with pseudo-sequence HLA-B18:01. The binding affinity (normalized) is 0.166. (3) The peptide sequence is YPSMFEKHI. The MHC is HLA-B53:01 with pseudo-sequence HLA-B53:01. The binding affinity (normalized) is 0.498. (4) The peptide sequence is RPAKSMDSL. The MHC is HLA-A69:01 with pseudo-sequence HLA-A69:01. The binding affinity (normalized) is 0.212. (5) The MHC is HLA-A33:01 with pseudo-sequence HLA-A33:01. The binding affinity (normalized) is 0. The peptide sequence is GAAVTLNRIK. (6) The peptide sequence is VAVHVASGF. The MHC is Mamu-B52 with pseudo-sequence Mamu-B52. The binding affinity (normalized) is 0.251. (7) The peptide sequence is TLGIVCPI. The MHC is HLA-A02:01 with pseudo-sequence HLA-A02:01. The binding affinity (normalized) is 0.585.